Dataset: Full USPTO retrosynthesis dataset with 1.9M reactions from patents (1976-2016). Task: Predict the reactants needed to synthesize the given product. Given the product [F:14][C:2]([F:13])([F:1])[S:3]([C:6]1[CH:7]=[CH:8][C:9]([NH:12][C:16](=[O:17])[CH3:15])=[CH:10][CH:11]=1)(=[O:4])=[O:5], predict the reactants needed to synthesize it. The reactants are: [F:1][C:2]([F:14])([F:13])[S:3]([C:6]1[CH:11]=[CH:10][C:9]([NH2:12])=[CH:8][CH:7]=1)(=[O:5])=[O:4].[CH3:15][C:16](OC(C)=O)=[O:17].